This data is from Peptide-MHC class I binding affinity with 185,985 pairs from IEDB/IMGT. The task is: Regression. Given a peptide amino acid sequence and an MHC pseudo amino acid sequence, predict their binding affinity value. This is MHC class I binding data. (1) The peptide sequence is VAVSFVTLI. The MHC is H-2-Kb with pseudo-sequence H-2-Kb. The binding affinity (normalized) is 0.867. (2) The peptide sequence is RGYVFQGL. The MHC is Mamu-A02 with pseudo-sequence Mamu-A02. The binding affinity (normalized) is 0.0324.